This data is from Forward reaction prediction with 1.9M reactions from USPTO patents (1976-2016). The task is: Predict the product of the given reaction. (1) The product is: [CH3:1][C:2]1[CH:3]=[CH:4][C:5]([S:8]([N:11]2[C@H:17]([CH2:18][NH:19][C:30]3[N:35]=[CH:34][C:33]([C:36]#[N:37])=[CH:32][CH:31]=3)[CH2:16][C@@H:15]3[C@@H:13]([CH2:14]3)[CH2:12]2)(=[O:10])=[O:9])=[CH:6][CH:7]=1. Given the reactants [CH3:1][C:2]1[CH:7]=[CH:6][C:5]([S:8]([N:11]2[C@H:17]([CH2:18][NH2:19])[CH2:16][C@@H:15]3[C@@H:13]([CH2:14]3)[CH2:12]2)(=[O:10])=[O:9])=[CH:4][CH:3]=1.CCN(C(C)C)C(C)C.Cl[C:30]1[N:35]=[CH:34][C:33]([C:36]#[N:37])=[CH:32][CH:31]=1, predict the reaction product. (2) The product is: [C:9]([NH:3][C@H:4]([C:6]([OH:8])=[O:7])[CH3:5])(=[O:16])[C:10]1[CH:15]=[CH:14][CH:13]=[CH:12][CH:11]=1. Given the reactants [OH-].[Na+].[NH2:3][CH:4]([C:6]([OH:8])=[O:7])[CH3:5].[C:9](Cl)(=[O:16])[C:10]1[CH:15]=[CH:14][CH:13]=[CH:12][CH:11]=1.Cl, predict the reaction product.